From a dataset of Reaction yield outcomes from USPTO patents with 853,638 reactions. Predict the reaction yield, written as a fraction of the theoretical maximum amount of product (1.0 means a 100% yield; for example, 0.34 means a 34% yield). (1) The reactants are [O:1]1[CH2:6][C:5](=[O:7])[NH:4][C:3]2[CH:8]=[CH:9][CH:10]=[CH:11][C:2]1=2.[S:12]([Cl:16])(=O)(=[O:14])[OH:13]. No catalyst specified. The product is [O:7]=[C:5]1[CH2:6][O:1][C:2]2[CH:11]=[CH:10][C:9]([S:12]([Cl:16])(=[O:14])=[O:13])=[CH:8][C:3]=2[NH:4]1. The yield is 0.660. (2) The reactants are [OH:1][C:2]1[CH:7]=[CH:6][C:5]([N:8]2[C:13](=[O:14])[C:12]([CH2:15][C:16]3[CH:21]=[CH:20][C:19]([C:22]4[C:23]([C:28]#[N:29])=[CH:24][CH:25]=[CH:26][CH:27]=4)=[CH:18][CH:17]=3)=[C:11]([CH2:30][CH2:31][CH3:32])[N:10]=[C:9]2[CH3:33])=[CH:4][CH:3]=1.[O:34]1[CH2:38][CH2:37][CH:36](O)[CH2:35]1.C1(P(C2C=CC=CC=2)C2C=CC=CC=2)C=CC=CC=1.[N:60]([C:61]([O:63]C(C)C)=[O:62])=[N:60][C:61]([O:63]C(C)C)=[O:62]. The catalyst is O1CCCC1.O.C(OCC)(=O)C. The product is [CH3:33][C:9]1[N:8]([C:5]2[CH:4]=[CH:3][C:2]([O:1][CH:36]3[CH2:37][CH2:38][O:34][CH2:35]3)=[CH:7][CH:6]=2)[C:13](=[O:14])[C:12]([CH2:15][C:16]2[CH:21]=[CH:20][C:19]([C:22]3[CH:27]=[CH:26][CH:25]=[CH:24][C:23]=3[C:28]3[NH:60][C:61](=[O:62])[O:63][N:29]=3)=[CH:18][CH:17]=2)=[C:11]([CH2:30][CH2:31][CH3:32])[N:10]=1. The yield is 0.530. (3) The reactants are [Li]CCCC.[O:6]1[CH:10]=[CH:9][CH:8]=[CH:7]1.[Cl:11][C:12]1[CH:17]=[CH:16][CH:15]=[CH:14][C:13]=1[C:18]1[N:19]([C:32]2[CH:37]=[CH:36][C:35]([Cl:38])=[CH:34][CH:33]=2)[CH:20]=[C:21]([C:23]([N:25]2[CH2:30][CH2:29][C:28](=[O:31])[CH2:27][CH2:26]2)=[O:24])[N:22]=1.[NH4+].[Cl-]. The catalyst is C1COCC1.O. The product is [Cl:11][C:12]1[CH:17]=[CH:16][CH:15]=[CH:14][C:13]=1[C:18]1[N:19]([C:32]2[CH:33]=[CH:34][C:35]([Cl:38])=[CH:36][CH:37]=2)[CH:20]=[C:21]([C:23]([N:25]2[CH2:26][CH2:27][C:28]([C:7]3[O:6][CH:10]=[CH:9][CH:8]=3)([OH:31])[CH2:29][CH2:30]2)=[O:24])[N:22]=1. The yield is 0.610. (4) The reactants are [Cl:1][C:2]1[CH:10]=[CH:9][C:8]([OH:11])=[CH:7][C:3]=1[C:4]([NH2:6])=[O:5].C(=O)([O-])[O-].[K+].[K+].[CH:18]1(Br)[CH2:22][CH2:21][CH2:20][CH2:19]1. The catalyst is CN(C=O)C. The product is [Cl:1][C:2]1[CH:10]=[CH:9][C:8]([O:11][CH:18]2[CH2:22][CH2:21][CH2:20][CH2:19]2)=[CH:7][C:3]=1[C:4]([NH2:6])=[O:5]. The yield is 0.610.